Dataset: Full USPTO retrosynthesis dataset with 1.9M reactions from patents (1976-2016). Task: Predict the reactants needed to synthesize the given product. Given the product [CH2:2]([C:4]1[S:24][C:7]2[N:8]=[C:9]([S:18][CH2:19][C:20]([O:22][CH3:23])=[O:21])[N:10]=[C:11]([N:12]3[CH2:17][CH2:16][N:15]([C:44]([C:35]4[CH:36]=[CH:37][C:38]5[C:43](=[CH:42][CH:41]=[CH:40][CH:39]=5)[CH:34]=4)=[O:45])[CH2:14][CH2:13]3)[C:6]=2[CH:5]=1)[CH3:3], predict the reactants needed to synthesize it. The reactants are: Cl.[CH2:2]([C:4]1[S:24][C:7]2[N:8]=[C:9]([S:18][CH2:19][C:20]([O:22][CH3:23])=[O:21])[N:10]=[C:11]([N:12]3[CH2:17][CH2:16][NH:15][CH2:14][CH2:13]3)[C:6]=2[CH:5]=1)[CH3:3].C(N(C(C)C)CC)(C)C.[CH:34]1[C:43]2[C:38](=[CH:39][CH:40]=[CH:41][CH:42]=2)[CH:37]=[CH:36][C:35]=1[C:44](Cl)=[O:45].